From a dataset of Catalyst prediction with 721,799 reactions and 888 catalyst types from USPTO. Predict which catalyst facilitates the given reaction. (1) Reactant: [Cl:1][C:2]1[CH:3]=[CH:4][C:5]([NH:18][C:19]([CH:21]2[CH2:26][CH2:25]C(=O)[CH2:23][CH2:22]2)=[O:20])=[C:6]([CH:17]=1)[C:7]([NH:9][C:10]1[CH:15]=[CH:14][C:13]([Cl:16])=[CH:12][N:11]=1)=[O:8].[CH3:28][N:29]1[CH2:35][CH2:34][CH2:33][NH:32][CH2:31][CH2:30]1.[BH3-][C:37]#N.[Na+].[ClH:40]. Product: [ClH:1].[ClH:40].[Cl:1][C:2]1[CH:3]=[CH:4][C:5]([NH:18][C:19]([CH:21]2[CH2:26][CH2:25][CH:28]([N:29]3[CH2:35][CH2:34][CH2:33][N:32]([CH3:37])[CH2:31][CH2:30]3)[CH2:23][CH2:22]2)=[O:20])=[C:6]([CH:17]=1)[C:7]([NH:9][C:10]1[CH:15]=[CH:14][C:13]([Cl:16])=[CH:12][N:11]=1)=[O:8]. The catalyst class is: 61. (2) Reactant: Br[C:2]1[CH:3]=[CH:4][C:5]([O:8][CH2:9][CH3:10])=[N:6][CH:7]=1.[C:11]([O:15][C:16]([N:18]1[CH2:23][CH:22]=[C:21](B2OC(C)(C)C(C)(C)O2)[CH2:20][CH2:19]1)=[O:17])([CH3:14])([CH3:13])[CH3:12].C([O-])([O-])=O.[Cs+].[Cs+]. Product: [C:11]([O:15][C:16]([N:18]1[CH2:19][CH:20]=[C:21]([C:2]2[CH:7]=[N:6][C:5]([O:8][CH2:9][CH3:10])=[CH:4][CH:3]=2)[CH2:22][CH2:23]1)=[O:17])([CH3:14])([CH3:12])[CH3:13]. The catalyst class is: 18. (3) Reactant: [CH:1]12[CH:6]([NH:7][C:8](=[O:14])[O:9][C:10]([CH3:13])([CH3:12])[CH3:11])[CH:5]1[CH2:4][NH:3][CH2:2]2.[F:15][C:16]1[CH:21]=[CH:20][C:19]([N:22]=[C:23]=[O:24])=[CH:18][CH:17]=1. Product: [F:15][C:16]1[CH:21]=[CH:20][C:19]([NH:22][C:23]([N:3]2[CH2:2][CH:1]3[CH:5]([CH:6]3[NH:7][C:8](=[O:14])[O:9][C:10]([CH3:11])([CH3:13])[CH3:12])[CH2:4]2)=[O:24])=[CH:18][CH:17]=1. The catalyst class is: 4. (4) Reactant: [CH3:1][C:2]1([CH3:19])[CH2:11][C:6]2([O:10][CH2:9][CH2:8][O:7]2)[CH2:5][CH:4]([C:12]([O:14][CH2:15][CH2:16][CH2:17][CH3:18])=[O:13])[O:3]1.[Li+].[CH3:21]C([N-]C(C)C)C.CI. Product: [CH3:21][C:4]1([C:12]([O:14][CH2:15][CH2:16][CH2:17][CH3:18])=[O:13])[O:3][C:2]([CH3:19])([CH3:1])[CH2:11][C:6]2([O:10][CH2:9][CH2:8][O:7]2)[CH2:5]1. The catalyst class is: 1. (5) Reactant: C(OC(=O)[NH:7][C@H:8]1[CH2:13][CH2:12][C@@H:11]([O:14][C:15]2[CH:16]=[C:17]3[C:22](=[CH:23][CH:24]=2)[C:21]([O:25]CC2C=CC=CC=2)=[N:20][CH:19]=[CH:18]3)[CH2:10][CH2:9]1)(C)(C)C. Product: [NH2:7][C@@H:8]1[CH2:9][CH2:10][C@H:11]([O:14][C:15]2[CH:16]=[C:17]3[C:22](=[CH:23][CH:24]=2)[C:21](=[O:25])[NH:20][CH:19]=[CH:18]3)[CH2:12][CH2:13]1. The catalyst class is: 5. (6) Reactant: [C:1]([O:5][C:6]([NH:8][C@H:9]1[CH2:23][CH2:22][CH2:21][O:20][CH2:19][CH:18]=[CH:17][C@@H:16]2[CH2:24][C@@:15]2([C:25](O)=[O:26])[NH:14][C:13](=[O:28])[C@@H:12]2[CH2:29][C@@H:30]([O:32][C:33]([N:35]3[CH2:43][C:42]4[C:37](=[CH:38][CH:39]=[CH:40][C:41]=4[Cl:44])[CH2:36]3)=[O:34])[CH2:31][N:11]2[C:10]1=[O:45])=[O:7])([CH3:4])([CH3:3])[CH3:2].C(N1C=CN=C1)(N1C=CN=C1)=O.[CH:58]1([S:61]([NH2:64])(=[O:63])=[O:62])[CH2:60][CH2:59]1.N12CCCN=C1CCCCC2.S([O-])(O)(=O)=O.[K+]. Product: [Cl:44][C:41]1[CH:40]=[CH:39][CH:38]=[C:37]2[C:42]=1[CH2:43][N:35]([C:33]([O:32][C@H:30]1[CH2:31][N:11]3[C@H:12]([C:13](=[O:28])[NH:14][C@:15]4([C:25](=[O:26])[NH:64][S:61]([CH:58]5[CH2:60][CH2:59]5)(=[O:63])=[O:62])[CH2:24][C@H:16]4[CH:17]=[CH:18][CH2:19][O:20][CH2:21][CH2:22][CH2:23][C@H:9]([NH:8][C:6]([O:5][C:1]([CH3:3])([CH3:4])[CH3:2])=[O:7])[C:10]3=[O:45])[CH2:29]1)=[O:34])[CH2:36]2. The catalyst class is: 93. (7) Reactant: [C:1](N1C=CN=C1)([N:3]1[CH:7]=[CH:6][N:5]=C1)=[O:2].[NH2:13][C:14]1[N:23]=[C:22]([C:24]([N:26]2[CH2:34][C:33]3[C:28](=[CH:29][CH:30]=[CH:31][CH:32]=3)[CH2:27]2)=[O:25])[C:21]2[C:16](=[CH:17][CH:18]=[C:19]([C:35]3[CH:40]=[C:39]([F:41])[C:38]([F:42])=[CH:37][C:36]=3[CH2:43][OH:44])[CH:20]=2)[N:15]=1.C(NCCN)(OC(C)(C)C)=O.Cl.C(=O)(O)[O-]. Product: [NH2:5][CH2:6][CH2:7][NH:3][C:1](=[O:2])[O:44][CH2:43][C:36]1[CH:37]=[C:38]([F:42])[C:39]([F:41])=[CH:40][C:35]=1[C:19]1[CH:20]=[C:21]2[C:16](=[CH:17][CH:18]=1)[N:15]=[C:14]([NH2:13])[N:23]=[C:22]2[C:24]([N:26]1[CH2:27][C:28]2[C:33](=[CH:32][CH:31]=[CH:30][CH:29]=2)[CH2:34]1)=[O:25]. The catalyst class is: 17.